Binary Classification. Given a miRNA mature sequence and a target amino acid sequence, predict their likelihood of interaction. From a dataset of Experimentally validated miRNA-target interactions with 360,000+ pairs, plus equal number of negative samples. (1) The miRNA is mmu-miR-223-3p with sequence UGUCAGUUUGUCAAAUACCCCA. The protein sequence of the target gene is MGKKTKRTADSSSSEDEEEYVVEKVLDRRMVKGQVEYLLKWKGFSEEHNTWEPEKNLDCPELISEFMKKYKKMKEGENNKPREKSEGNKRKSSFSNSADDIKSKKKREQSNDIARGFERGLEPEKIIGATDSCGDLMFLMKWKDTDEADLVLAKEANVKCPQIVIAFYEERLTWHAYPEDAENKEKESAKS. Result: 1 (interaction). (2) The miRNA is hsa-miR-29c-5p with sequence UGACCGAUUUCUCCUGGUGUUC. The protein sequence of the target gene is MDSAETELTPAPEGRKRYSDIFQSLDNLEISLGNVTFDPLAGDPVRREDLEPDKADTATVVTEENSEASSWRDLSPEGPAPLTEEELDLRLIRTKGGVDAALEYAKAWSRYAKELLAWTDKRANYELEFAKSIMKLAEAGKVSILQQSQMPLQYIYTLFLEHDLSLGALALETVAQQKRDYYQPLAAKRMEIEKWRKEFKEQWLKEQKRMNEAVQALRRSELQYIQRREDLRARSQGSPEDPPSQASPGSNKQQERRRRSREEAQAKAHEAEALYQACVREANSRQQDLETTKRRIVSHV.... Result: 0 (no interaction). (3) The miRNA is hsa-miR-1250-5p with sequence ACGGUGCUGGAUGUGGCCUUU. The protein sequence of the target gene is MVSLQVSPLSQTLILAFLLPQALPAGVFELQIHSFGPGPGLGTPRSPCNARGPCRLFFRVCLKPGVSQEATESLCALGAALSTSVPVYTEHPGESAAALPLPDGLVRVPFRDAWPGTFSLVIETWREQLGEHAGGPAWNLLARVVGRRRLAAGGPWARDVQRTGTWELHFSYRARCEPPAVGAACARLCRSRSAPSRCGPGLRPCTPFPDECEAPSVCRPGCSPEHGYCEEPDECRCLEGWTGPLCTVPVSTSSCLNSRVPGPASTGCLLPGPGPCDGNPCANGGSCSETSGSFECACPR.... Result: 0 (no interaction). (4) The protein sequence of the target gene is MSHGKGTDMLPEIAAAVGFLSSLLRTRGCVSEQRLKVFSGALQEALTEHYKHHWFPEKPSKGSGYRCIRINHKMDPIISRVASQIGLSQPQLHQLLPSELTLWVDPYEVSYRIGEDGSICVLYEEAPLAASCGLLTCKNQVLLGRSSPSKNYVMAVSS. The miRNA is hsa-miR-4646-5p with sequence ACUGGGAAGAGGAGCUGAGGGA. Result: 1 (interaction). (5) The miRNA is hsa-miR-6086 with sequence GGAGGUUGGGAAGGGCAGAG. The protein sequence of the target gene is MSHAAEPARDAVEASAEGPRAVFLLLEERRPAESAQLLSLNSLLPESGIVADIELENILDPDSFYELKSQPLFLRSSLPISLQATPTTPATLSASSSAGGSRTPAMSSSSSRVLLRQQLMRAQAQEQERRERREQAAAAPFPSPAPASPAISVIGVSAGGHTLSRPPPAQVPREVLKVQTHLENPTRYHLQQARRQQVKQYLSTTLGPKLASQALTPPPGPSSAQPLPAPETAHATGPTGSAPNSPMALLTIGSSSEKEIDDVIDEIISLESSYNDEMLSYLPGGTAGLQLPSTLPVSGN.... Result: 0 (no interaction). (6) The miRNA is hsa-miR-205-5p with sequence UCCUUCAUUCCACCGGAGUCUG. The protein sequence of the target gene is MEGVSALLARCPTAGLAGGLGVTACAAAGVLLYRIARRMKPTHTMVNCWFCNQDTLVPYGNRNCWDCPHCEQYNGFQENGDYNKPIPAQYLEHLNHVVSSAPSLRDPSQPQQWVSSQVLLCKRCNHHQTTKIKQLAAFAPREEGRYDEEVEVYRHHLEQMYKLCRPCQAAVEYYIKHQNRQLRALLLSHQFKRREADQTHAQNFSSAVKSPVQVILLRALAFLACAFLLTTALYGASGHFAPGTTVPLALPPGGNGSATPDNGTTPGAEGWRQLLGLLPEHMAEKLCEAWAFGQSHQTGV.... Result: 1 (interaction).